From a dataset of Reaction yield outcomes from USPTO patents with 853,638 reactions. Predict the reaction yield, written as a fraction of the theoretical maximum amount of product (1.0 means a 100% yield; for example, 0.34 means a 34% yield). (1) The reactants are Cl.C(OCC)C.[Cl:7][C:8]1[N:9]=[C:10]([NH:24][CH2:25][CH2:26][CH3:27])[C:11]2[N:12]=[C:13]([NH:22][CH3:23])[N:14]=[C:15]([NH:18][CH2:19][CH2:20][CH3:21])[C:16]=2[N:17]=1. The catalyst is C(OCC)C. The product is [ClH:7].[Cl:7][C:8]1[N:9]=[C:10]([NH:24][CH2:25][CH2:26][CH3:27])[C:11]2[N:12]=[C:13]([NH:22][CH3:23])[N:14]=[C:15]([NH:18][CH2:19][CH2:20][CH3:21])[C:16]=2[N:17]=1. The yield is 0.890. (2) The reactants are Cl[C:2]1[C:11]2[C:6](=[CH:7][C:8]([O:14][CH2:15][CH2:16][CH2:17][N:18]3[CH2:23][CH2:22][CH2:21][CH2:20][CH2:19]3)=[C:9]([O:12][CH3:13])[CH:10]=2)[N:5]=[CH:4][N:3]=1.C(=O)([O-])[O-].[K+].[K+].[OH:30][C:31]1[CH:32]=[C:33]2[C:37](=[CH:38][CH:39]=1)[NH:36][C:35]([C:40]([OH:42])=[O:41])=[CH:34]2. The catalyst is CC(N(C)C)=O. The product is [C:40]([C:35]1[NH:36][C:37]2[C:33]([CH:34]=1)=[CH:32][C:31]([O:30][C:2]1[C:11]3[C:6](=[CH:7][C:8]([O:14][CH2:15][CH2:16][CH2:17][N:18]4[CH2:23][CH2:22][CH2:21][CH2:20][CH2:19]4)=[C:9]([O:12][CH3:13])[CH:10]=3)[N:5]=[CH:4][N:3]=1)=[CH:39][CH:38]=2)([OH:42])=[O:41]. The yield is 0.360.